This data is from Forward reaction prediction with 1.9M reactions from USPTO patents (1976-2016). The task is: Predict the product of the given reaction. (1) The product is: [Br:1][C:2]1[CH:13]=[CH:12][C:5]2[O:6][CH2:7][C:8](=[O:11])[CH2:9][O:10][C:4]=2[CH:3]=1. Given the reactants [Br:1][C:2]1[CH:13]=[CH:12][C:5]2[O:6][CH2:7][CH:8]([OH:11])[CH2:9][O:10][C:4]=2[CH:3]=1.CC(OI1(OC(C)=O)(OC(C)=O)OC(=O)C2C=CC=CC1=2)=O, predict the reaction product. (2) The product is: [C:13]([O:17][C:18]([NH:19][CH2:20][CH2:21][CH2:22][O:23][S:2]([CH3:1])(=[O:4])=[O:3])=[O:24])([CH3:16])([CH3:14])[CH3:15]. Given the reactants [CH3:1][S:2](Cl)(=[O:4])=[O:3].CCN(CC)CC.[C:13]([O:17][C:18](=[O:24])[NH:19][CH2:20][CH2:21][CH2:22][OH:23])([CH3:16])([CH3:15])[CH3:14], predict the reaction product. (3) Given the reactants [OH:1][C:2]1[CH:9]=[CH:8][C:5]([C:6]#[N:7])=[CH:4][C:3]=1[N+:10]([O-])=O.[Sn].Cl.C([O-])(O)=O.[Na+], predict the reaction product. The product is: [NH2:10][C:3]1[CH:4]=[C:5]([CH:8]=[CH:9][C:2]=1[OH:1])[C:6]#[N:7]. (4) Given the reactants [Cl:1][C:2]1[CH:3]=[C:4]2[C:9](=[CH:10][C:11]=1[O:12][C:13]1[CH:18]=[CH:17][C:16]([C:19](=[O:33])[NH:20][C:21]3[CH:22]=[N:23][N:24]([C:26]4[CH:31]=[CH:30][CH:29]=[C:28]([Cl:32])[CH:27]=4)[CH:25]=3)=[CH:15][CH:14]=1)[O:8][CH2:7][CH2:6][CH:5]2[C:34]([OH:36])=[O:35].C[O-].[Na+:39], predict the reaction product. The product is: [Cl:1][C:2]1[CH:3]=[C:4]2[C:9](=[CH:10][C:11]=1[O:12][C:13]1[CH:14]=[CH:15][C:16]([C:19](=[O:33])[NH:20][C:21]3[CH:22]=[N:23][N:24]([C:26]4[CH:31]=[CH:30][CH:29]=[C:28]([Cl:32])[CH:27]=4)[CH:25]=3)=[CH:17][CH:18]=1)[O:8][CH2:7][CH2:6][CH:5]2[C:34]([O-:36])=[O:35].[Na+:39]. (5) Given the reactants FC(F)(F)C([O-])=O.[NH2:8][C@@H:9]1[C:31](=[O:32])[N:11]2[C:12]([C:28]([OH:30])=[O:29])=[C:13]([CH2:16][N+:17]3[N:18]([CH3:27])[CH:19]=[C:20]([CH2:22][CH2:23][NH:24]C=O)[CH:21]=3)[CH2:14][S:15][C@H:10]12.C[Si](C)(C)NC(=O)C.[NH2:41][C:42]1[S:46][N:45]=[C:44](/[C:47](=[N:51]/[O:52][C:53]([C:56]([OH:58])=[O:57])([CH3:55])[CH3:54])/[C:48](Cl)=[O:49])[N:43]=1.C(OC(C)C)(C)C.C1(OC)C=CC=CC=1.FC(F)(F)C(O)=O.Cl, predict the reaction product. The product is: [NH2:24][CH2:23][CH2:22][C:20]1[CH:21]=[N+:17]([CH2:16][C:13]2[CH2:14][S:15][C@@H:10]3[C@H:9]([NH:8][C:48](=[O:49])/[C:47](/[C:44]4[N:43]=[C:42]([NH2:41])[S:46][N:45]=4)=[N:51]\[O:52][C:53]([C:56]([OH:58])=[O:57])([CH3:55])[CH3:54])[C:31](=[O:32])[N:11]3[C:12]=2[C:28]([O-:30])=[O:29])[N:18]([CH3:27])[CH:19]=1. (6) Given the reactants [CH3:1][S:2]([CH2:5][C:6]1[N:11]=[CH:10][C:9]([O:12][C:13]2[CH:14]=[C:15]3[C:19](=[C:20]([O:22][CH:23]4[CH2:28][CH2:27][O:26][CH2:25][CH2:24]4)[CH:21]=2)[NH:18][C:17]([C:29]([OH:31])=O)=[CH:16]3)=[CH:8][CH:7]=1)(=[O:4])=[O:3].O.O[N:34]1C2C=CC=CC=2N=N1.Cl.C(N=C=NCCCN(C)C)C.N, predict the reaction product. The product is: [CH3:1][S:2]([CH2:5][C:6]1[N:11]=[CH:10][C:9]([O:12][C:13]2[CH:14]=[C:15]3[C:19](=[C:20]([O:22][CH:23]4[CH2:24][CH2:25][O:26][CH2:27][CH2:28]4)[CH:21]=2)[NH:18][C:17]([C:29]([NH2:34])=[O:31])=[CH:16]3)=[CH:8][CH:7]=1)(=[O:4])=[O:3]. (7) Given the reactants Br[CH2:2][C:3]1[CH:8]=[CH:7][C:6]([C:9]([OH:18])([C:14]([F:17])([F:16])[F:15])[C:10]([F:13])([F:12])[F:11])=[CH:5][CH:4]=1.C(=O)([O-])[O-].[K+].[K+].Cl.Cl.[NH:27]1[CH2:32][CH2:31][NH:30][CH2:29][CH:28]1[C:33]([O:35][CH3:36])=[O:34], predict the reaction product. The product is: [F:11][C:10]([F:13])([F:12])[C:9]([C:6]1[CH:7]=[CH:8][C:3]([CH2:2][N:30]2[CH2:31][CH2:32][NH:27][CH:28]([C:33]([O:35][CH3:36])=[O:34])[CH2:29]2)=[CH:4][CH:5]=1)([OH:18])[C:14]([F:17])([F:16])[F:15]. (8) Given the reactants [Br:1][C:2]1[CH:10]=[C:9]2[C:5]([CH2:6][C:7]3([CH2:16][CH2:15][CH:14]([O:17][CH3:18])[CH2:13][CH2:12]3)[C:8]2=[NH:11])=[CH:4][CH:3]=1.O=[C:20]([CH3:24])[C:21](=[S:23])[NH2:22], predict the reaction product. The product is: [Br:1][C:2]1[CH:10]=[C:9]2[C:5]([CH2:6][C:7]3([C:8]42[NH:22][C:21](=[S:23])[C:20]([CH3:24])=[N:11]4)[CH2:16][CH2:15][CH:14]([O:17][CH3:18])[CH2:13][CH2:12]3)=[CH:4][CH:3]=1.